Dataset: Ames mutagenicity test results for genotoxicity prediction. Task: Regression/Classification. Given a drug SMILES string, predict its toxicity properties. Task type varies by dataset: regression for continuous values (e.g., LD50, hERG inhibition percentage) or binary classification for toxic/non-toxic outcomes (e.g., AMES mutagenicity, cardiotoxicity, hepatotoxicity). Dataset: ames. (1) The drug is c1ccc2cc(Nc3ccc(Nc4ccc5ccccc5c4)cc3)ccc2c1. The result is 1 (mutagenic). (2) The drug is CC(=O)N(C)c1ccc(N=Nc2ccc(N(C)C)cc2)cc1. The result is 1 (mutagenic).